Predict the reactants needed to synthesize the given product. From a dataset of Retrosynthesis with 50K atom-mapped reactions and 10 reaction types from USPTO. (1) Given the product CC(C)N1CC=C(c2ccn3c(-c4ccnc(-c5ccccc5)c4)cnc3c2)CC1, predict the reactants needed to synthesize it. The reactants are: C1=C(c2ccn3c(-c4ccnc(-c5ccccc5)c4)cnc3c2)CCNC1.CC(=O)O[BH-](OC(C)=O)OC(C)=O. (2) Given the product O=C(O)C(F)(F)F, predict the reactants needed to synthesize it. The reactants are: O=C(CC1CCNCC1)Nc1ccc2cc1CCc1cncc(c1)Nc1ncc(Cl)c(n1)N2.O=C(O)c1ccns1. (3) Given the product CCOC(=O)N1CCC(c2ccccc2OC(C)C)CC1, predict the reactants needed to synthesize it. The reactants are: CCOC(=O)N1CCC(O)(c2ccccc2OC(C)C)CC1. (4) Given the product Cc1ccc(-c2ncccn2)c(C(=O)N2CCC[C@@H](C)[C@H]2CN2C(=O)c3ccccc3C2=O)c1, predict the reactants needed to synthesize it. The reactants are: CCCC[Sn](CCCC)(CCCC)c1ncccn1.Cc1ccc(I)c(C(=O)N2CCC[C@@H](C)[C@H]2CN2C(=O)c3ccccc3C2=O)c1. (5) Given the product CSc1nc(Cl)c(C#N)c(Nc2c(F)cccc2F)n1, predict the reactants needed to synthesize it. The reactants are: CSc1nc(Cl)c(C#N)c(Cl)n1.Nc1c(F)cccc1F. (6) Given the product Cc1ccc(-c2cc(F)ccc2OCc2ccc(F)cc2)n1-c1ccc(OC(F)F)c(C(=O)O)c1, predict the reactants needed to synthesize it. The reactants are: COC(=O)c1cc(-n2c(C)ccc2-c2cc(F)ccc2OCc2ccc(F)cc2)ccc1OC(F)F.